This data is from Aqueous solubility values for 9,982 compounds from the AqSolDB database. The task is: Regression/Classification. Given a drug SMILES string, predict its absorption, distribution, metabolism, or excretion properties. Task type varies by dataset: regression for continuous measurements (e.g., permeability, clearance, half-life) or binary classification for categorical outcomes (e.g., BBB penetration, CYP inhibition). For this dataset (solubility_aqsoldb), we predict Y. (1) The drug is CCCC(O)(CCC)C(O)c1ccccc1. The Y is -2.65 log mol/L. (2) The molecule is ClC(Cl)=C(c1ccc(Cl)cc1)c1ccccc1Cl. The Y is -6.36 log mol/L. (3) The molecule is CN(CCCN)CCCN. The Y is 0.838 log mol/L. (4) The Y is -5.02 log mol/L. The drug is [Gd+3].[Gd+3].[O-2].[O-2].[O-2]. (5) The molecule is CCCCCCCCCCCCCCCCCCCCCCCCCC. The Y is -8.33 log mol/L. (6) The molecule is CCCCCCCCCCCCOS(=O)(=O)[O-].[Li+]. The Y is 0.109 log mol/L. (7) The molecule is CCCCCCCCCCOC(=O)c1cccnc1. The Y is -3.19 log mol/L. (8) The drug is COc1ccc(Oc2ccc(NC(=O)N(C)C)cc2)cc1. The Y is -4.16 log mol/L. (9) The drug is CC1(C)CN=C(NN=C(/C=C/c2ccc(C(F)(F)F)cc2)/C=C/c2ccc(C(F)(F)F)cc2)NC1. The Y is -7.92 log mol/L. (10) The compound is Nc1ccc(Cl)cc1Cl. The Y is -2.42 log mol/L.